Dataset: Forward reaction prediction with 1.9M reactions from USPTO patents (1976-2016). Task: Predict the product of the given reaction. (1) The product is: [CH3:22][C:9]([O:15][C:16]1[CH:17]=[CH:18][CH:19]=[CH:20][CH:21]=1)([CH2:8][C:5]1[CH:4]=[CH:3][C:2]([O:1][CH2:24][CH2:25][O:26][CH:27]2[CH2:32][CH2:31][CH2:30][CH2:29][O:28]2)=[CH:7][CH:6]=1)[C:10]([O:12][CH2:13][CH3:14])=[O:11]. Given the reactants [OH:1][C:2]1[CH:7]=[CH:6][C:5]([CH2:8][C:9]([CH3:22])([O:15][C:16]2[CH:21]=[CH:20][CH:19]=[CH:18][CH:17]=2)[C:10]([O:12][CH2:13][CH3:14])=[O:11])=[CH:4][CH:3]=1.Br[CH2:24][CH2:25][O:26][CH:27]1[CH2:32][CH2:31][CH2:30][CH2:29][O:28]1.C(=O)([O-])[O-].[K+].[K+], predict the reaction product. (2) Given the reactants [CH2:1]([O:3][C:4](=[O:22])[CH2:5][O:6][C:7]1[CH:12]=[CH:11][C:10]([O:13][CH2:14][CH2:15][C:16]2[S:17][CH:18]=[CH:19][CH:20]=2)=[CH:9][C:8]=1[CH3:21])[CH3:2].[Br:23]Br.O, predict the reaction product. The product is: [CH2:1]([O:3][C:4](=[O:22])[CH2:5][O:6][C:7]1[CH:12]=[CH:11][C:10]([O:13][CH2:14][CH2:15][C:16]2[S:17][C:18]([Br:23])=[CH:19][CH:20]=2)=[CH:9][C:8]=1[CH3:21])[CH3:2]. (3) Given the reactants Br[C:2]1[CH:3]=[CH:4][C:5]([CH2:8][CH3:9])=[N:6][CH:7]=1.[Br:10]N1C(=O)CCC1=O.N(C(C)(C)[C:26]#[N:27])=NC(C)(C)C#N, predict the reaction product. The product is: [Br:10][CH:8]([C:5]1[CH:4]=[CH:3][C:2]([C:26]#[N:27])=[CH:7][N:6]=1)[CH3:9]. (4) Given the reactants [Br:1][C:2]1[C:3](OC)=[C:4]([C:16]#[N:17])[C:5](=O)[N:6]([CH:8]([CH:12]2[CH2:14][CH2:13]2)[CH:9]2[CH2:11][CH2:10]2)[CH:7]=1.[OH2:20].[NH2:21][NH2:22], predict the reaction product. The product is: [NH2:17][C:16]1[C:4]2[C:5](=[O:20])[N:6]([CH:8]([CH:9]3[CH2:11][CH2:10]3)[CH:12]3[CH2:14][CH2:13]3)[CH:7]=[C:2]([Br:1])[C:3]=2[NH:22][N:21]=1.